This data is from Catalyst prediction with 721,799 reactions and 888 catalyst types from USPTO. The task is: Predict which catalyst facilitates the given reaction. (1) Reactant: [OH:1][C:2]1[CH:7]=[CH:6][C:5]([CH2:8][CH2:9][NH:10][C:11](=[O:17])[O:12][C:13]([CH3:16])([CH3:15])[CH3:14])=[CH:4][CH:3]=1.[CH3:18][O:19][C:20](=[O:29])[C:21]1[CH:26]=[CH:25][CH:24]=[CH:23][C:22]=1[CH2:27]Br.C([O-])([O-])=O.[K+].[K+]. Product: [C:13]([O:12][C:11]([NH:10][CH2:9][CH2:8][C:5]1[CH:4]=[CH:3][C:2]([O:1][CH2:27][C:22]2[CH:23]=[CH:24][CH:25]=[CH:26][C:21]=2[C:20]([O:19][CH3:18])=[O:29])=[CH:7][CH:6]=1)=[O:17])([CH3:14])([CH3:16])[CH3:15]. The catalyst class is: 10. (2) Reactant: [C@@H:1]12[O:10][CH2:9][C@@H:7]([O:8]1)[C@@H:5]([OH:6])[C@H:3]([OH:4])[CH2:2]2.C([O-])(O)=O.[Na+]. Product: [CH2:9]1[O:10][C@@H:1]2[O:8][C@H:7]1[C@@H:5]([OH:6])[C@@H:3]1[O:4][C@@H:2]12. The catalyst class is: 18. (3) Reactant: [Br:1][C:2]1[CH:3]=[C:4]([CH:7]=[CH:8][C:9]=1[Cl:10])[CH2:5][OH:6].[Cr](Cl)([O-])(=O)=O.[NH+]1C=CC=CC=1. Product: [Br:1][C:2]1[CH:3]=[C:4]([CH:7]=[CH:8][C:9]=1[Cl:10])[CH:5]=[O:6]. The catalyst class is: 4. (4) Reactant: [F:1][C:2]1[CH:3]=[C:4]([CH:7]=[CH:8][C:9]=1[C:10]1[C:22]2[C:21]3[CH:20]=[C:19]([OH:23])[C:18]([O:24][CH3:25])=[CH:17][C:16]=3[N:15]=[CH:14][C:13]=2[N:12]([CH3:26])[N:11]=1)[C:5]#[N:6].C1C=CC(N([S:34]([C:37]([F:40])([F:39])[F:38])(=[O:36])=[O:35])[S:34]([C:37]([F:40])([F:39])[F:38])(=[O:36])=[O:35])=CC=1.CCN(C(C)C)C(C)C.O. The catalyst class is: 9. Product: [C:5]([C:4]1[CH:7]=[CH:8][C:9]([C:10]2[C:22]3[C:21]4[CH:20]=[C:19]([O:23][S:34]([C:37]([F:40])([F:39])[F:38])(=[O:36])=[O:35])[C:18]([O:24][CH3:25])=[CH:17][C:16]=4[N:15]=[CH:14][C:13]=3[N:12]([CH3:26])[N:11]=2)=[C:2]([F:1])[CH:3]=1)#[N:6]. (5) Reactant: [O-]CC.[Na+].Cl.[NH2:6][C:7]([NH2:9])=[NH:8].ClCCl.[CH2:13]([O:15][C:16](=[O:27])[C:17]([C:21](=O)[C:22]([F:25])([F:24])[F:23])=[CH:18]OC)[CH3:14]. Product: [CH2:13]([O:15][C:16]([C:17]1[C:21]([C:22]([F:23])([F:24])[F:25])=[N:8][C:7]([NH2:9])=[N:6][CH:18]=1)=[O:27])[CH3:14]. The catalyst class is: 8. (6) Reactant: [F:1][C:2]1[CH:7]=[CH:6][C:5]([C@H:8]([N:10]([CH2:30][C:31]2[CH:36]=[CH:35][C:34]([C:37]([O:39][CH3:40])=[O:38])=[CH:33][CH:32]=2)[C:11]([C@@H:13]2[CH2:22][C:21]3[C:16](=[CH:17][CH:18]=[CH:19][CH:20]=3)[CH2:15][N:14]2C(OC(C)(C)C)=O)=[O:12])[CH3:9])=[CH:4][CH:3]=1.Cl. Product: [F:1][C:2]1[CH:3]=[CH:4][C:5]([C@H:8]([N:10]([CH2:30][C:31]2[CH:32]=[CH:33][C:34]([C:37]([O:39][CH3:40])=[O:38])=[CH:35][CH:36]=2)[C:11]([C@@H:13]2[CH2:22][C:21]3[C:16](=[CH:17][CH:18]=[CH:19][CH:20]=3)[CH2:15][NH:14]2)=[O:12])[CH3:9])=[CH:6][CH:7]=1. The catalyst class is: 2. (7) Reactant: [NH2:1][C:2]1[C:6]([C:7]#[N:8])=[CH:5][NH:4][N:3]=1.O/[C:10](/[C:16]([O-:18])=[O:17])=[C:11](/[OH:15])\[C:12]([O-:14])=O.[C:19](OCC)(=O)C. Product: [CH3:19][O:18][C:16]([C:10]1[N:1]=[C:2]2[C:6]([C:7]#[N:8])=[CH:5][NH:4][N:3]2[C:12](=[O:14])[C:11]=1[OH:15])=[O:17]. The catalyst class is: 15.